Task: Predict the reactants needed to synthesize the given product.. Dataset: Full USPTO retrosynthesis dataset with 1.9M reactions from patents (1976-2016) (1) Given the product [CH3:21][C:12]([CH:11]1[C:5]2[C:6](=[N:7][C:2]([C:38]3[CH:43]=[CH:42][CH:41]=[CH:40][CH:39]=3)=[CH:3][CH:4]=2)[O:8][C:9]2[N:26]=[C:25]([C:27]3[CH:37]=[CH:36][C:30]([C:31]([N:33]([CH3:35])[CH3:34])=[O:32])=[CH:29][CH:28]=3)[CH:24]=[CH:23][C:10]1=2)([CH3:22])[C:13](=[O:20])[NH:14][C:15]1[S:16][CH:17]=[N:18][N:19]=1, predict the reactants needed to synthesize it. The reactants are: Cl[C:2]1[N:7]=[C:6]2[O:8][C:9]3[N:26]=[C:25]([C:27]4[CH:37]=[CH:36][C:30]([C:31]([N:33]([CH3:35])[CH3:34])=[O:32])=[CH:29][CH:28]=4)[CH:24]=[CH:23][C:10]=3[CH:11]([C:12]([CH3:22])([CH3:21])[C:13](=[O:20])[NH:14][C:15]3[S:16][CH:17]=[N:18][N:19]=3)[C:5]2=[CH:4][CH:3]=1.[C:38]1(B(O)O)[CH:43]=[CH:42][CH:41]=[CH:40][CH:39]=1. (2) Given the product [Br:1][CH2:2][C:3]1[C:11]2[C:6](=[CH:7][C:8]([F:20])=[CH:9][CH:10]=2)[N:5]([C:12]2[CH:19]=[CH:18][CH:17]=[CH:16][C:13]=2[C:14]#[N:15])[N:4]=1, predict the reactants needed to synthesize it. The reactants are: [Br:1][CH2:2][C:3]1[C:11]2[C:6](=[CH:7][CH:8]=[CH:9][CH:10]=2)[N:5]([C:12]2[CH:19]=[CH:18][CH:17]=[CH:16][C:13]=2[C:14]#[N:15])[N:4]=1.[F:20]C1C=C2C(C(C)=NN2)=CC=1.FC1C=CC=CC=1C#N. (3) The reactants are: Cl[C:2]1[N:7]=[CH:6][N:5]=[C:4]([NH:8][C:9]2[CH:14]=[CH:13][C:12]([N:15]3[CH2:18][C:17]([CH3:20])([OH:19])[CH2:16]3)=[CH:11][CH:10]=2)[N:3]=1.[C:21]([C:23]1[CH:43]=[C:42](B2OC(C)(C)C(C)(C)O2)[CH:41]=[CH:40][C:24]=1[O:25][C@H:26]1[CH2:31][CH2:30][N:29]([C:32]([O:34][C:35]([CH3:38])([CH3:37])[CH3:36])=[O:33])[CH2:28][C@H:27]1[F:39])#[N:22].C(=O)([O-])[O-].[Na+].[Na+].C(COC)OC. Given the product [C:21]([C:23]1[CH:43]=[C:42]([C:2]2[N:3]=[C:4]([NH:8][C:9]3[CH:14]=[CH:13][C:12]([N:15]4[CH2:18][C:17]([OH:19])([CH3:20])[CH2:16]4)=[CH:11][CH:10]=3)[N:5]=[CH:6][N:7]=2)[CH:41]=[CH:40][C:24]=1[O:25][C@H:26]1[CH2:31][CH2:30][N:29]([C:32]([O:34][C:35]([CH3:38])([CH3:37])[CH3:36])=[O:33])[CH2:28][C@H:27]1[F:39])#[N:22], predict the reactants needed to synthesize it. (4) Given the product [F:42][C:36]1[C:37]([F:41])=[CH:38][CH:39]=[CH:40][C:35]=1[CH2:34][S:33][C:31]1[N:32]=[C:27]([NH:21][C@H:22]([CH3:23])[CH2:24][OH:25])[C:28]2[S:45][C:44](=[O:46])[N:43]([CH2:47][CH2:48][S:49]([C:52]3[CH:53]=[CH:54][CH:55]=[CH:56][CH:57]=3)(=[O:50])=[O:51])[C:29]=2[N:30]=1, predict the reactants needed to synthesize it. The reactants are: C(N(C(C)C)CC)(C)C.C1(S(C=C)(=O)=O)C=CC=CC=1.[NH2:21][C@@H:22]([CH2:24][OH:25])[CH3:23].Cl[C:27]1[C:28]2[S:45][C:44](=[O:46])[N:43]([CH2:47][CH2:48][S:49]([C:52]3[CH:57]=[CH:56][CH:55]=[CH:54][CH:53]=3)(=[O:51])=[O:50])[C:29]=2[N:30]=[C:31]([S:33][CH2:34][C:35]2[CH:40]=[CH:39][CH:38]=[C:37]([F:41])[C:36]=2[F:42])[N:32]=1. (5) Given the product [CH:14]1([CH2:17][NH:13][CH2:12][CH2:11][C:6]2[C:5]3[C:9](=[CH:10][C:2]([F:1])=[CH:3][CH:4]=3)[NH:8][CH:7]=2)[CH2:16][CH2:15]1, predict the reactants needed to synthesize it. The reactants are: [F:1][C:2]1[CH:10]=[C:9]2[C:5]([C:6]([CH2:11][CH2:12][NH2:13])=[CH:7][NH:8]2)=[CH:4][CH:3]=1.[CH:14]1([CH:17]=O)[CH2:16][CH2:15]1. (6) Given the product [NH2:19][C:16]1[CH:15]=[CH:14][C:13]([C:5]2[CH:6]=[CH:7][C:8]([C:9]([O:11][CH3:12])=[O:10])=[C:3]([O:2][CH3:1])[CH:4]=2)=[CH:18][CH:17]=1, predict the reactants needed to synthesize it. The reactants are: [CH3:1][O:2][C:3]1[CH:4]=[C:5]([C:13]2[CH:18]=[CH:17][C:16]([N+:19]([O-])=O)=[CH:15][CH:14]=2)[CH:6]=[CH:7][C:8]=1[C:9]([O:11][CH3:12])=[O:10].Cl. (7) Given the product [I-:8].[CH3:9][S:7][C:2]1[NH:3][CH2:4][CH2:5][CH2:6][NH+:1]=1, predict the reactants needed to synthesize it. The reactants are: [NH:1]1[CH2:6][CH2:5][CH2:4][NH:3][C:2]1=[S:7].[I:8][CH3:9]. (8) Given the product [CH:21]([N:24]1[CH2:29][CH2:28][CH:27]([O:20][C:17]2[CH:16]=[CH:15][C:14]([C:8]3([CH2:7][N:1]4[CH2:2][CH2:3][O:4][CH2:5][CH2:6]4)[CH2:13][CH2:12][O:11][CH2:10][CH2:9]3)=[CH:19][CH:18]=2)[CH2:26][CH2:25]1)([CH3:23])[CH3:22], predict the reactants needed to synthesize it. The reactants are: [N:1]1([CH2:7][C:8]2([C:14]3[CH:19]=[CH:18][C:17]([OH:20])=[CH:16][CH:15]=3)[CH2:13][CH2:12][O:11][CH2:10][CH2:9]2)[CH2:6][CH2:5][O:4][CH2:3][CH2:2]1.[CH:21]([N:24]1[CH2:29][CH2:28][CH:27](O)[CH2:26][CH2:25]1)([CH3:23])[CH3:22].C1C=CC(P(C2C=CC=CC=2)C2C=CC=CC=2)=CC=1.CC(OC(/N=N/C(OC(C)C)=O)=O)C. (9) Given the product [F:26][C:14]1[C:15]2[CH2:20][O:19][C:18](=[O:21])[N:17]([CH3:22])[C:16]=2[C:23]([F:25])=[CH:24][C:13]=1[NH:12][C:2](=[O:3])[O:4][CH2:5][C:6]1[CH:11]=[CH:10][CH:9]=[CH:8][CH:7]=1, predict the reactants needed to synthesize it. The reactants are: Cl[C:2]([O:4][CH2:5][C:6]1[CH:11]=[CH:10][CH:9]=[CH:8][CH:7]=1)=[O:3].[NH2:12][C:13]1[CH:24]=[C:23]([F:25])[C:16]2[N:17]([CH3:22])[C:18](=[O:21])[O:19][CH2:20][C:15]=2[C:14]=1[F:26].N1C=CC=CC=1.